Dataset: Merck oncology drug combination screen with 23,052 pairs across 39 cell lines. Task: Regression. Given two drug SMILES strings and cell line genomic features, predict the synergy score measuring deviation from expected non-interaction effect. (1) Drug 1: CCN(CC)CCNC(=O)c1c(C)[nH]c(C=C2C(=O)Nc3ccc(F)cc32)c1C. Drug 2: C=CCn1c(=O)c2cnc(Nc3ccc(N4CCN(C)CC4)cc3)nc2n1-c1cccc(C(C)(C)O)n1. Cell line: NCIH2122. Synergy scores: synergy=-6.89. (2) Drug 1: O=S1(=O)NC2(CN1CC(F)(F)F)C1CCC2Cc2cc(C=CCN3CCC(C(F)(F)F)CC3)ccc2C1. Drug 2: COC1=C2CC(C)CC(OC)C(O)C(C)C=C(C)C(OC(N)=O)C(OC)C=CC=C(C)C(=O)NC(=CC1=O)C2=O. Cell line: UWB1289BRCA1. Synergy scores: synergy=-25.4. (3) Cell line: NCIH23. Drug 2: N#Cc1ccc(Cn2cncc2CN2CCN(c3cccc(Cl)c3)C(=O)C2)cc1. Drug 1: CC(=O)OC1C(=O)C2(C)C(O)CC3OCC3(OC(C)=O)C2C(OC(=O)c2ccccc2)C2(O)CC(OC(=O)C(O)C(NC(=O)c3ccccc3)c3ccccc3)C(C)=C1C2(C)C. Synergy scores: synergy=8.29.